From a dataset of Experimentally validated miRNA-target interactions with 360,000+ pairs, plus equal number of negative samples. Binary Classification. Given a miRNA mature sequence and a target amino acid sequence, predict their likelihood of interaction. (1) The miRNA is hsa-miR-1184 with sequence CCUGCAGCGACUUGAUGGCUUCC. The protein sequence of the target gene is MGMACLTMTEMEATSTSPVHQNGDIPGSANSVKQIEPVLQVYLYHSLGQAEGEYLKFPSGEYVAEEICVAASKACGITPVYHNMFALMSETERIWYPPNHVFHIDESTRHDILYRIRFYFPHWYCSGSSRTYRYGVSRGAEAPLLDDFVMSYLFAQWRHDFVHGWIKVPVTHETQEECLGMAVLDMMRIAKEKDQTPLAVYNSVSYKTFLPKCVRAKIQDYHILTRKRIRYRFRRFIQQFSQCKATARNLKLKYLINLETLQSAFYTEQFEVKESARGPSGEEIFATIIITGNGGIQWSR.... Result: 0 (no interaction). (2) The miRNA is hsa-miR-8078 with sequence GGUCUAGGCCCGGUGAGAGACUC. The protein sequence of the target gene is MAQTVQNVTLSLTLPITCHICLGKVRQPVICINNHVFCSICIDLWLKNNSQCPACRVPITPENPCKEIIGGTSESEPMLSHTVRKHLRKTRLELLHKEYEDEIDCLQKEVEELKSKNLSLESQIKTILDPLTLVQGNQNEDKHLVTDNPSKINPETVAEWKKKLRTANEIYEKVKDDVDKLKEANKKLKLENGGLVRENLRLKAEVDNRSPQKFGRFAVAALQSKVEQYERETNRLKKALERSDKYIEELESQVAQLKNSSEEKEAMNSICQTALSADGKGSKGSEEDVVSKNQGDSARK.... Result: 0 (no interaction).